From a dataset of Catalyst prediction with 721,799 reactions and 888 catalyst types from USPTO. Predict which catalyst facilitates the given reaction. The catalyst class is: 68. Product: [Br:1][C:2]1[C:11]2[C:6](=[CH:7][CH:8]=[CH:9][CH:10]=2)[C:5]([C:17](=[O:19])[CH3:18])=[C:4]([OH:12])[CH:3]=1. Reactant: [Br:1][C:2]1[C:11]2[C:6](=[CH:7][CH:8]=[CH:9][CH:10]=2)[CH:5]=[C:4]([OH:12])[CH:3]=1.[Cl-].[Al+3].[Cl-].[Cl-].[C:17](Cl)(=[O:19])[CH3:18].